Predict which catalyst facilitates the given reaction. From a dataset of Catalyst prediction with 721,799 reactions and 888 catalyst types from USPTO. (1) Reactant: [CH3:1][C@H:2]1[CH2:6][CH2:5][C@@H:4]([C:7]2[NH:8][CH:9]=[C:10]([C:12]3[CH:17]=[CH:16][C:15]([C:18]4[CH:23]=[CH:22][C:21](B5OC(C)(C)C(C)(C)O5)=[CH:20][CH:19]=4)=[CH:14][CH:13]=3)[N:11]=2)[N:3]1[C:33]([O:35][C:36]([CH3:39])([CH3:38])[CH3:37])=[O:34].I[C:41]1[CH:66]=[CH:65][C:44]2[NH:45][C:46]([C@@H:48]3[CH2:52][CH2:51][C@H:50]([CH3:53])[N:49]3[C:54]([C@@H:56]([NH:60]C(=O)OC)[CH:57]([CH3:59])[CH3:58])=[O:55])=[N:47][C:43]=2[CH:42]=1.[CH2:67](Cl)Cl.[C:70]([O-:73])([OH:72])=O.[Na+]. Product: [CH3:67][O:72][C:70]([NH:60][CH:56]([CH:57]([CH3:58])[CH3:59])[C:54]([N:49]1[C@@H:50]([CH3:53])[CH2:51][CH2:52][C@H:48]1[C:46]1[NH:47][C:43]2[CH:42]=[CH:41][C:66]([C:21]3[CH:20]=[CH:19][C:18]([C:15]4[CH:14]=[CH:13][C:12]([C:10]5[N:11]=[C:7]([C@@H:4]6[CH2:5][CH2:6][C@H:2]([CH3:1])[N:3]6[C:33]([O:35][C:36]([CH3:39])([CH3:37])[CH3:38])=[O:34])[NH:8][CH:9]=5)=[CH:17][CH:16]=4)=[CH:23][CH:22]=3)=[CH:65][C:44]=2[N:45]=1)=[O:55])=[O:73]. The catalyst class is: 41. (2) The catalyst class is: 6. Reactant: Cl[C:2]1[N:3]=[C:4]2[N:12]([CH2:13][C:14]([C:16]3[S:20][CH:19]=[N:18][C:17]=3[CH3:21])=[O:15])[C@H:11]([C:22]([F:25])([F:24])[F:23])[CH2:10][CH2:9][N:5]2[C:6](=[O:8])[CH:7]=1.Cl.[C@H:27]12[CH2:33][C@H:30]([NH:31][CH2:32]1)[CH2:29][O:28]2.C(N(CC)CC)C. Product: [CH3:21][C:17]1[N:18]=[CH:19][S:20][C:16]=1[C:14](=[O:15])[CH2:13][N:12]1[C:4]2=[N:3][C:2]([N:31]3[CH2:32][C@@H:27]4[CH2:33][C@H:30]3[CH2:29][O:28]4)=[CH:7][C:6](=[O:8])[N:5]2[CH2:9][CH2:10][C@H:11]1[C:22]([F:25])([F:24])[F:23]. (3) Reactant: [OH:1][C:2]1[CH:3]=[C:4]([CH:7]=[CH:8][C:9]=1[OH:10])[CH2:5][NH2:6].Cl.OC1C=C(C=CC=1O)CN.[CH:22]1[N:27]=[C:26](Cl)[C:25]2[N:29]=[CH:30][N:31]([C@@H:32]3[O:36][C@H:35]([CH2:37][OH:38])[C@@H:34]([OH:39])[C@H:33]3[OH:40])[C:24]=2[N:23]=1.C(N(CC)C(C)C)(C)C. Product: [OH:1][C:2]1[CH:3]=[C:4]([CH:7]=[CH:8][C:9]=1[OH:10])[CH2:5][NH:6][C:26]1[C:25]2[N:29]=[CH:30][N:31]([C:24]=2[N:23]=[CH:22][N:27]=1)[C@@H:32]1[O:36][C@H:35]([CH2:37][OH:38])[C@@H:34]([OH:39])[C@H:33]1[OH:40]. The catalyst class is: 259. (4) Reactant: Cl[C:2]1[CH:7]=[C:6]([NH2:8])[CH:5]=[C:4]([Cl:9])[N:3]=1.[CH:10]1([CH2:13][OH:14])[CH2:12][CH2:11]1.[H-].[Na+]. Product: [Cl:9][C:4]1[CH:5]=[C:6]([NH2:8])[CH:7]=[C:2]([O:14][CH2:13][CH:10]2[CH2:12][CH2:11]2)[N:3]=1. The catalyst class is: 6. (5) Reactant: [CH2:1]([O:3][C:4]([C:6]1[CH:7]=[C:8]([O:20][CH3:21])[C:9]([N:13]2[CH2:16][CH:15]([C:17]([OH:19])=O)[CH2:14]2)=[N:10][C:11]=1[CH3:12])=[O:5])[CH3:2].[C:22]1([CH2:28][S:29]([NH2:32])(=[O:31])=[O:30])[CH:27]=[CH:26][CH:25]=[CH:24][CH:23]=1.CCN=C=NCCCN(C)C.C1C=CC2N(O)N=NC=2C=1.O.CCN(C(C)C)C(C)C. Product: [CH2:28]([S:29]([NH:32][C:17]([CH:15]1[CH2:14][N:13]([C:9]2[C:8]([O:20][CH3:21])=[CH:7][C:6]([C:4]([O:3][CH2:1][CH3:2])=[O:5])=[C:11]([CH3:12])[N:10]=2)[CH2:16]1)=[O:19])(=[O:31])=[O:30])[C:22]1[CH:27]=[CH:26][CH:25]=[CH:24][CH:23]=1. The catalyst class is: 91.